Dataset: Catalyst prediction with 721,799 reactions and 888 catalyst types from USPTO. Task: Predict which catalyst facilitates the given reaction. Reactant: [SH:1][CH:2](O)C.[NH2:5][C:6]1[CH:11]=[N:10][C:9](Br)=[CH:8][N:7]=1.CN(C)[CH:15]=[O:16]. Product: [NH2:5][C:6]1[N:7]=[CH:8][C:9]([S:1][CH2:2][CH2:15][OH:16])=[N:10][CH:11]=1. The catalyst class is: 257.